This data is from Catalyst prediction with 721,799 reactions and 888 catalyst types from USPTO. The task is: Predict which catalyst facilitates the given reaction. Reactant: [CH2:1]([O:3][C:4]([C:6]1[N:7]([CH2:19][C:20]2[C:29]3[C:24](=[CH:25][CH:26]=[CH:27][CH:28]=3)[CH:23]=[CH:22][CH:21]=2)[C:8]2[C:13]([C:14]=1[CH:15]=[N:16]O)=[CH:12][C:11]([F:18])=[CH:10][CH:9]=2)=[O:5])[CH3:2].C([O-])(=O)C.[Na+]. Product: [CH2:1]([O:3][C:4]([C:6]1[N:7]([CH2:19][C:20]2[C:29]3[C:24](=[CH:25][CH:26]=[CH:27][CH:28]=3)[CH:23]=[CH:22][CH:21]=2)[C:8]2[C:13]([C:14]=1[CH2:15][NH2:16])=[CH:12][C:11]([F:18])=[CH:10][CH:9]=2)=[O:5])[CH3:2]. The catalyst class is: 565.